Dataset: Forward reaction prediction with 1.9M reactions from USPTO patents (1976-2016). Task: Predict the product of the given reaction. (1) Given the reactants [Cl:1][C:2]1[CH:3]=[C:4]([C@@H:8]2[C@@H:13]([C:14]3[CH:19]=[CH:18][C:17]([Cl:20])=[CH:16][CH:15]=3)[N:12]([C@@H:21]([CH:24]3[CH2:26][CH2:25]3)[CH2:22]O)[C:11](=[O:27])[C@:10]([C:29]3([C:32]([O:34][CH3:35])=[O:33])[CH2:31][CH2:30]3)([CH3:28])[CH2:9]2)[CH:5]=[CH:6][CH:7]=1.[CH:36]1([S:39]([NH2:42])(=[O:41])=[O:40])[CH2:38][CH2:37]1, predict the reaction product. The product is: [Cl:1][C:2]1[CH:3]=[C:4]([C@@H:8]2[C@@H:13]([C:14]3[CH:19]=[CH:18][C:17]([Cl:20])=[CH:16][CH:15]=3)[N:12]([C@@H:21]([CH:24]3[CH2:26][CH2:25]3)[CH2:22][NH:42][S:39]([CH:36]3[CH2:38][CH2:37]3)(=[O:41])=[O:40])[C:11](=[O:27])[C@:10]([C:29]3([C:32]([O:34][CH3:35])=[O:33])[CH2:31][CH2:30]3)([CH3:28])[CH2:9]2)[CH:5]=[CH:6][CH:7]=1. (2) Given the reactants Cl[C:2]1[C:3]2[C:10]([C:11]([C:13]3[CH:18]=[CH:17][CH:16]=[C:15]([N+:19]([O-:21])=[O:20])[CH:14]=3)=[O:12])=[CH:9][N:8]([CH:22]3[CH2:26][CH2:25][CH2:24][CH2:23]3)[C:4]=2[N:5]=[CH:6][N:7]=1.[NH4+:27].[OH-], predict the reaction product. The product is: [NH2:27][C:2]1[C:3]2[C:10]([C:11]([C:13]3[CH:18]=[CH:17][CH:16]=[C:15]([N+:19]([O-:21])=[O:20])[CH:14]=3)=[O:12])=[CH:9][N:8]([CH:22]3[CH2:26][CH2:25][CH2:24][CH2:23]3)[C:4]=2[N:5]=[CH:6][N:7]=1. (3) Given the reactants [CH3:1][C@:2]12[C@@:19]3([CH3:20])[C@@H:10]([C@:11]4([CH3:36])[C@@H:16]([CH2:17][CH2:18]3)[C:15]([CH3:22])([CH3:21])[C:14]([C:23]3[CH:35]=[CH:34][C:26]([C:27]([O:29]C(C)(C)C)=[O:28])=[CH:25][CH:24]=3)=[CH:13][CH2:12]4)[CH2:9][CH2:8][C@@H:7]1[C@H:6]1[C@H:37]([C:40]([CH3:42])=[CH2:41])[CH2:38][CH2:39][C@:5]1([CH2:43][NH:44][CH2:45][CH2:46][CH2:47][N:48]1[CH2:53][CH2:52][O:51][CH2:50][CH2:49]1)[CH2:4][CH2:3]2.C(O)(C(F)(F)F)=O, predict the reaction product. The product is: [CH3:1][C@:2]12[C@@:19]3([CH3:20])[C@@H:10]([C@:11]4([CH3:36])[C@@H:16]([CH2:17][CH2:18]3)[C:15]([CH3:21])([CH3:22])[C:14]([C:23]3[CH:35]=[CH:34][C:26]([C:27]([OH:29])=[O:28])=[CH:25][CH:24]=3)=[CH:13][CH2:12]4)[CH2:9][CH2:8][C@@H:7]1[C@H:6]1[C@H:37]([C:40]([CH3:42])=[CH2:41])[CH2:38][CH2:39][C@:5]1([CH2:43][NH:44][CH2:45][CH2:46][CH2:47][N:48]1[CH2:49][CH2:50][O:51][CH2:52][CH2:53]1)[CH2:4][CH2:3]2. (4) Given the reactants [Cl:1][C:2]1[CH:3]=[C:4](N2C3C(=CC(C#N)=C(F)C=3)C(C)=N2)[CH:5]=[N:6][C:7]=1[O:8][CH2:9][CH:10]([CH3:12])[CH3:11].[CH3:26][C:27]1([CH3:43])[C:31]([CH3:33])([CH3:32])[O:30][B:29]([B:29]2[O:30][C:31]([CH3:33])([CH3:32])[C:27]([CH3:43])([CH3:26])[O:28]2)[O:28]1.CC([O-])=O.[K+], predict the reaction product. The product is: [Cl:1][C:2]1[C:7]([O:8][CH2:9][CH:10]([CH3:11])[CH3:12])=[N:6][CH:5]=[C:4]([B:29]2[O:30][C:31]([CH3:33])([CH3:32])[C:27]([CH3:43])([CH3:26])[O:28]2)[CH:3]=1. (5) Given the reactants [Cl:1][C:2]1[CH:10]=[CH:9][C:5]([C:6](O)=[O:7])=[C:4]([NH:11][C:12]2[CH:17]=[CH:16][CH:15]=[CH:14][C:13]=2[Cl:18])[CH:3]=1.F[P-](F)(F)(F)(F)F.Br[P+](N1CCCC1)(N1CCCC1)N1CCCC1.Cl.[CH3:44][NH:45][O:46][CH3:47].C(N(CC)C(C)C)(C)C.F[P-](F)(F)(F)(F)F.N1(OC(N(C)C)=[N+](C)C)C2C=CC=CC=2N=N1, predict the reaction product. The product is: [Cl:1][C:2]1[CH:10]=[CH:9][C:5]([C:6]([N:45]([O:46][CH3:47])[CH3:44])=[O:7])=[C:4]([NH:11][C:12]2[CH:17]=[CH:16][CH:15]=[CH:14][C:13]=2[Cl:18])[CH:3]=1. (6) Given the reactants [F:1][CH2:2][C:3]1([C:10]2[N:15]=[C:14]([NH:16][C:17]([C:19]3[CH:24]=[CH:23][C:22]([Cl:25])=[CH:21][N:20]=3)=[O:18])[CH:13]=[CH:12][CH:11]=2)[CH2:8][O:7][CH2:6][C:5](=O)[NH:4]1.COC1C=CC(P2(SP(C3C=CC(OC)=CC=3)(=S)S2)=[S:35])=CC=1, predict the reaction product. The product is: [F:1][CH2:2][C:3]1([C:10]2[N:15]=[C:14]([NH:16][C:17]([C:19]3[CH:24]=[CH:23][C:22]([Cl:25])=[CH:21][N:20]=3)=[O:18])[CH:13]=[CH:12][CH:11]=2)[CH2:8][O:7][CH2:6][C:5](=[S:35])[NH:4]1. (7) Given the reactants [Cl:1][C:2]1[CH:7]=[CH:6][C:5]([C:8]2[CH:13]=[CH:12][N:11]=[C:10]([NH:14][C:15]3[CH:23]=[CH:22][C:18]([C:19]([OH:21])=O)=[CH:17][CH:16]=3)[N:9]=2)=[CH:4][CH:3]=1.S(Cl)(Cl)=O.[CH3:28][NH:29][CH3:30].C(N(CC)CC)C, predict the reaction product. The product is: [Cl:1][C:2]1[CH:3]=[CH:4][C:5]([C:8]2[CH:13]=[CH:12][N:11]=[C:10]([NH:14][C:15]3[CH:23]=[CH:22][C:18]([C:19]([N:29]([CH3:30])[CH3:28])=[O:21])=[CH:17][CH:16]=3)[N:9]=2)=[CH:6][CH:7]=1.